Dataset: Catalyst prediction with 721,799 reactions and 888 catalyst types from USPTO. Task: Predict which catalyst facilitates the given reaction. (1) Reactant: [NH2:1][C:2]1[C:7]([NH2:8])=[CH:6][CH:5]=[CH:4][C:3]=1[OH:9].C([O-])([O-])=O.[K+].[K+].[CH2:16](Br)[C:17]1[CH:22]=[CH:21][CH:20]=[CH:19][CH:18]=1.[C:24](O)(=O)[CH2:25][CH3:26]. Product: [CH2:16]([O:9][C:3]1[C:2]2[NH:1][C:24]([CH2:25][CH3:26])=[N:8][C:7]=2[CH:6]=[CH:5][CH:4]=1)[C:17]1[CH:22]=[CH:21][CH:20]=[CH:19][CH:18]=1. The catalyst class is: 3. (2) Reactant: [F:1][C:2]1[CH:3]=[C:4]2[C:8](=[CH:9][CH:10]=1)[NH:7][CH:6]=[C:5]2[C:11]1[CH:16]=[CH:15][N:14]=[C:13]([NH:17][C:18]2[CH:23]=[CH:22][C:21]([N:24]3[CH2:29][CH2:28][NH:27][CH2:26][CH2:25]3)=[CH:20][CH:19]=2)[N:12]=1.[CH:30]1([C:33](O)=[O:34])[CH2:32][CH2:31]1.C(N(CC)CC)C. Product: [CH:30]1([C:33]([N:27]2[CH2:28][CH2:29][N:24]([C:21]3[CH:20]=[CH:19][C:18]([NH:17][C:13]4[N:12]=[C:11]([C:5]5[C:4]6[C:8](=[CH:9][CH:10]=[C:2]([F:1])[CH:3]=6)[NH:7][CH:6]=5)[CH:16]=[CH:15][N:14]=4)=[CH:23][CH:22]=3)[CH2:25][CH2:26]2)=[O:34])[CH2:32][CH2:31]1. The catalyst class is: 2. (3) Reactant: [F:1][C:2]1[CH:3]=[C:4]([CH:8]=[CH:9][C:10]=1[N+:11]([O-:13])=[O:12])[C:5]([OH:7])=[O:6].[Si](C=[N+]=[N-])(C)(C)[CH3:15].CCOCC. Product: [CH3:15][O:6][C:5](=[O:7])[C:4]1[CH:8]=[CH:9][C:10]([N+:11]([O-:13])=[O:12])=[C:2]([F:1])[CH:3]=1. The catalyst class is: 224.